From a dataset of Reaction yield outcomes from USPTO patents with 853,638 reactions. Predict the reaction yield, written as a fraction of the theoretical maximum amount of product (1.0 means a 100% yield; for example, 0.34 means a 34% yield). (1) The reactants are [CH3:1][S:2]([C:5]1[CH:11]=[CH:10][CH:9]=[CH:8][C:6]=1N)(=[O:4])=[O:3].[ClH:12].N([O-])=O.[Na+].[S:17](=[O:19])=[O:18]. The catalyst is O.Cl[Cu]. The product is [CH3:1][S:2]([C:5]1[CH:11]=[CH:10][CH:9]=[CH:8][C:6]=1[S:17]([Cl:12])(=[O:19])=[O:18])(=[O:4])=[O:3]. The yield is 0.710. (2) The reactants are [CH2:1]([O:8][C:9]1[CH:14]=[C:13]([O:15][CH2:16][C:17]2[CH:22]=[CH:21][CH:20]=[CH:19][CH:18]=2)[C:12]([CH:23]([CH3:25])[CH3:24])=[CH:11][C:10]=1[C:26]1[O:30][N:29]=[C:28]([C:31]([NH:33][CH2:34][CH3:35])=[O:32])[C:27]=1[C:36](=[N:38][OH:39])[NH2:37])[C:2]1[CH:7]=[CH:6][CH:5]=[CH:4][CH:3]=1.N1C=C[CH:43]=[CH:42][CH:41]=1.C(Cl)(=O)C=C. No catalyst specified. The product is [CH2:1]([O:8][C:9]1[CH:14]=[C:13]([O:15][CH2:16][C:17]2[CH:22]=[CH:21][CH:20]=[CH:19][CH:18]=2)[C:12]([CH:23]([CH3:25])[CH3:24])=[CH:11][C:10]=1[C:26]1[O:30][N:29]=[C:28]([C:31]([NH:33][CH2:34][CH3:35])=[O:32])[C:27]=1[C:36]1[N:37]=[C:43]([CH:42]=[CH2:41])[O:39][N:38]=1)[C:2]1[CH:7]=[CH:6][CH:5]=[CH:4][CH:3]=1. The yield is 0.510.